From a dataset of Reaction yield outcomes from USPTO patents with 853,638 reactions. Predict the reaction yield, written as a fraction of the theoretical maximum amount of product (1.0 means a 100% yield; for example, 0.34 means a 34% yield). (1) The reactants are [OH:1][C:2]1[C:3]([C:12]([OH:14])=O)=[CH:4][C:5]2[C:10]([CH:11]=1)=[CH:9][CH:8]=[CH:7][CH:6]=2.[C:15]1([CH:23]=[C:21](O)[CH:20]=[C:18]([OH:19])[CH:17]=1)[OH:16]. The catalyst is [Cl-].[Cl-].[Zn+2].O=P(Cl)(Cl)Cl. The product is [OH:16][C:15]1[C:23]2[C:12](=[O:14])[C:3]3[CH:4]=[C:5]4[CH:6]=[CH:7][CH:8]=[CH:9][C:10]4=[CH:11][C:2]=3[O:1][C:21]=2[CH:20]=[C:18]([OH:19])[CH:17]=1. The yield is 0.0980. (2) The reactants are Cl.[Cl:2][C:3]1[CH:9]=[C:8]([OH:10])[CH:7]=[CH:6][C:4]=1[NH2:5].[C:11](Cl)(=[O:20])[C:12]1[CH:17]=[CH:16][C:15]([O:18][CH3:19])=[CH:14][CH:13]=1.Cl. The catalyst is N1C=CC=CC=1. The product is [Cl:2][C:3]1[CH:9]=[C:8]([OH:10])[CH:7]=[CH:6][C:4]=1[NH:5][C:11](=[O:20])[C:12]1[CH:17]=[CH:16][C:15]([O:18][CH3:19])=[CH:14][CH:13]=1. The yield is 0.760.